From a dataset of HIV replication inhibition screening data with 41,000+ compounds from the AIDS Antiviral Screen. Binary Classification. Given a drug SMILES string, predict its activity (active/inactive) in a high-throughput screening assay against a specified biological target. (1) The molecule is CCCC[Sn](CCCC)(OC(=O)c1cc(F)cc(F)c1)OC(=O)c1cc(F)cc(F)c1. The result is 0 (inactive). (2) The molecule is COc1cc2ccc1NC(=O)N1CCN(CC1)C(=O)Nc1ccc(cc1OC)-c1ccc(c(OC)c1)NC(=O)N1CCN(CC1)C(=O)Nc1ccc-2cc1OC. The result is 0 (inactive). (3) The molecule is O=[N+]([O-])c1cc2ncc(-c3ccccc3)c(O)c2cc1C(Cl)=Cc1ccccc1. The result is 0 (inactive). (4) The result is 0 (inactive). The compound is CCCCNC(C)(C)C(SSSC(C)=O)c1ccco1. (5) The drug is COC(=O)Cc1ccc2c(cnn2-c2ccccc2)c1OC. The result is 0 (inactive). (6) The molecule is N#CC(=Cc1ccccc1Cl)C(=O)c1ccccc1. The result is 0 (inactive). (7) The drug is CNC(=O)C(C)C1C(=O)C(=C(O)C=CC(C)=CC(C)C2OC3(C)OC(C=CC34CO4)C2C)C(=O)N1C1CCC(O)C(C)O1. The result is 0 (inactive). (8) The molecule is Cc1ccc2c(c1)nc(-c1ccccn1)n2CCc1ccccn1. The result is 0 (inactive).